From a dataset of Reaction yield outcomes from USPTO patents with 853,638 reactions. Predict the reaction yield, written as a fraction of the theoretical maximum amount of product (1.0 means a 100% yield; for example, 0.34 means a 34% yield). (1) The reactants are Cl[C:2]1[CH:11]=[C:10]2[C:5]([CH:6]=[C:7]([C:13]3[CH:18]=[CH:17][CH:16]=[CH:15][C:14]=3[Cl:19])[N+:8]([O-:12])=[CH:9]2)=[CH:4][N:3]=1.[CH:20]1([C:23]([NH2:25])=[O:24])[CH2:22][CH2:21]1.C(=O)([O-])[O-].[Cs+].[Cs+]. The catalyst is O1CCOCC1.ClCCl.CO. The product is [Cl:19][C:14]1[CH:15]=[CH:16][CH:17]=[CH:18][C:13]=1[C:7]1[N+:8]([O-:12])=[CH:9][C:10]2[C:5]([CH:6]=1)=[CH:4][N:3]=[C:2]([NH:25][C:23]([CH:20]1[CH2:22][CH2:21]1)=[O:24])[CH:11]=2. The yield is 0.840. (2) The reactants are [C:1]([O:5][C:6]([N:8]1[CH2:13][CH2:12][N:11]([C:14]2[C:19](Cl)=[N:18][CH:17]=[CH:16][N:15]=2)[CH2:10][CH2:9]1)=[O:7])([CH3:4])([CH3:3])[CH3:2].[C:21]([C:23]1[CH:28]=[CH:27][C:26](B(O)O)=[CH:25][CH:24]=1)#[N:22]. The catalyst is CN(C)C(=O)C.O.C1C=CC([P]([Pd]([P](C2C=CC=CC=2)(C2C=CC=CC=2)C2C=CC=CC=2)([P](C2C=CC=CC=2)(C2C=CC=CC=2)C2C=CC=CC=2)[P](C2C=CC=CC=2)(C2C=CC=CC=2)C2C=CC=CC=2)(C2C=CC=CC=2)C2C=CC=CC=2)=CC=1. The product is [C:1]([O:5][C:6]([N:8]1[CH2:13][CH2:12][N:11]([C:14]2[C:19]([C:26]3[CH:27]=[CH:28][C:23]([C:21]#[N:22])=[CH:24][CH:25]=3)=[N:18][CH:17]=[CH:16][N:15]=2)[CH2:10][CH2:9]1)=[O:7])([CH3:4])([CH3:3])[CH3:2]. The yield is 0.880. (3) The reactants are [C:1]([O:7][CH2:8][CH3:9])(=[O:6])[CH2:2][C:3]([CH3:5])=[O:4].[O-]CC.[Na+].C(O)C.[CH2:17]([O:24][C@@H:25]([CH3:31])[CH2:26][C:27](=[O:30])[CH2:28]Br)[C:18]1[CH:23]=[CH:22][CH:21]=[CH:20][CH:19]=1. The catalyst is C(O)C. The product is [CH2:8]([O:7][C:1](=[O:6])[CH:2]([C:3](=[O:4])[CH3:5])[CH2:28][C:27](=[O:30])[CH2:26][C@@H:25]([O:24][CH2:17][C:18]1[CH:23]=[CH:22][CH:21]=[CH:20][CH:19]=1)[CH3:31])[CH3:9]. The yield is 0.650. (4) The reactants are [OH:1][C@@:2]1([C:9]#[C:10][C:11]2[CH:12]=[C:13]([N:17]3[C:25]4[CH2:24][CH2:23][N:22]([CH:26]5[CH2:29][O:28][CH2:27]5)[CH2:21][C:20]=4[C:19]([C:30]([O:32]C)=O)=[N:18]3)[CH:14]=[CH:15][CH:16]=2)[CH2:6][CH2:5][N:4]([CH3:7])[C:3]1=[O:8].[NH3:34]. The catalyst is CO. The product is [OH:1][C@@:2]1([C:9]#[C:10][C:11]2[CH:12]=[C:13]([N:17]3[C:25]4[CH2:24][CH2:23][N:22]([CH:26]5[CH2:27][O:28][CH2:29]5)[CH2:21][C:20]=4[C:19]([C:30]([NH2:34])=[O:32])=[N:18]3)[CH:14]=[CH:15][CH:16]=2)[CH2:6][CH2:5][N:4]([CH3:7])[C:3]1=[O:8]. The yield is 0.110.